From a dataset of Forward reaction prediction with 1.9M reactions from USPTO patents (1976-2016). Predict the product of the given reaction. (1) Given the reactants C([BH3-])#N.[Na+].[F:5][C:6]1[CH:7]=[C:8]([C:13]([N:15]2[CH2:28][C:27]([CH3:30])([CH3:29])[C:26]3[C:25]4[CH:24]=[CH:23][CH:22]=[CH:21][C:20]=4[NH:19][C:18]=3[C:17]([C:31]([O:33][CH2:34][CH3:35])=[O:32])=[CH:16]2)=[O:14])[CH:9]=[CH:10][C:11]=1[F:12], predict the reaction product. The product is: [F:5][C:6]1[CH:7]=[C:8]([C:13]([N:15]2[CH2:28][C:27]([CH3:30])([CH3:29])[C:26]3[C:25]4[CH:24]=[CH:23][CH:22]=[CH:21][C:20]=4[NH:19][C:18]=3[CH:17]([C:31]([O:33][CH2:34][CH3:35])=[O:32])[CH2:16]2)=[O:14])[CH:9]=[CH:10][C:11]=1[F:12]. (2) Given the reactants [F:1][C:2]1[CH:3]=[C:4]([C@@:8]23[O:27][CH2:26][O:25][C@@H:9]2[CH2:10][N:11]([C:14]([C:16]2[CH:21]=[CH:20][C:19]([OH:22])=[C:18]([O:23][CH3:24])[N:17]=2)=[O:15])[CH2:12][CH2:13]3)[CH:5]=[CH:6][CH:7]=1.CS(O[CH2:33][CH:34]1[CH2:42][C:36]2([CH2:39][C:38]([F:41])([F:40])[CH2:37]2)[CH2:35]1)(=O)=O.C(=O)([O-])[O-].[K+].[K+], predict the reaction product. The product is: [F:40][C:38]1([F:41])[CH2:39][C:36]2([CH2:42][CH:34]([CH2:33][O:22][C:19]3[CH:20]=[CH:21][C:16]([C:14]([N:11]4[CH2:12][CH2:13][C@:8]5([C:4]6[CH:5]=[CH:6][CH:7]=[C:2]([F:1])[CH:3]=6)[O:27][CH2:26][O:25][C@@H:9]5[CH2:10]4)=[O:15])=[N:17][C:18]=3[O:23][CH3:24])[CH2:35]2)[CH2:37]1. (3) Given the reactants [CH:1]1([CH2:7][N:8]2[C:12]3[CH:13]=[CH:14][C:15]([NH:17]C(=O)C)=[CH:16][C:11]=3[N:10]=[C:9]2[C:21]([CH3:25])([CH3:24])[CH2:22][CH3:23])[CH2:6][CH2:5][CH2:4][CH2:3][CH2:2]1.Cl, predict the reaction product. The product is: [CH:1]1([CH2:7][N:8]2[C:12]3[CH:13]=[CH:14][C:15]([NH2:17])=[CH:16][C:11]=3[N:10]=[C:9]2[C:21]([CH3:24])([CH3:25])[CH2:22][CH3:23])[CH2:2][CH2:3][CH2:4][CH2:5][CH2:6]1. (4) Given the reactants P(Br)(Br)[Br:2].CN(C)[CH:7]=[O:8].[F:10][C:11]1[CH:12]=[C:13]2[C:18](=[CH:19][CH:20]=1)[CH2:17][C:16](=O)[CH2:15][CH2:14]2.C(=O)(O)[O-].[Na+], predict the reaction product. The product is: [Br:2][C:16]1[CH2:15][CH2:14][C:13]2[C:18](=[CH:19][CH:20]=[C:11]([F:10])[CH:12]=2)[C:17]=1[CH:7]=[O:8]. (5) Given the reactants C(OC([N:8]1[CH2:15][CH:14]2[N:16]([C:17](=[O:31])/[CH:18]=[CH:19]/[C:20]3[CH:25]=[CH:24][C:23]([Cl:26])=[CH:22][C:21]=3[NH:27][C:28]([NH2:30])=[O:29])[CH:10]([CH2:11][N:12]([CH2:32][C:33]3[CH:38]=[CH:37][C:36]([F:39])=[CH:35][CH:34]=3)[CH2:13]2)[CH2:9]1)=O)(C)(C)C, predict the reaction product. The product is: [ClH:26].[Cl:26][C:23]1[CH:24]=[CH:25][C:20](/[CH:19]=[CH:18]/[C:17]([N:16]2[CH:10]3[CH2:9][NH:8][CH2:15][CH:14]2[CH2:13][N:12]([CH2:32][C:33]2[CH:34]=[CH:35][C:36]([F:39])=[CH:37][CH:38]=2)[CH2:11]3)=[O:31])=[C:21]([NH:27][C:28]([NH2:30])=[O:29])[CH:22]=1. (6) Given the reactants Br[C:2]1[CH:7]=[CH:6][C:5]([C:8]([C:10]2[CH:15]=[CH:14][C:13]([O:16][CH:17]3[CH2:22][CH2:21][CH2:20][CH2:19][O:18]3)=[CH:12][CH:11]=2)=[O:9])=[CH:4][C:3]=1[F:23].[CH2:24]([N:27]1[CH2:31][CH2:30][CH2:29][CH2:28]1)[C:25]#[CH:26], predict the reaction product. The product is: [F:23][C:3]1[CH:4]=[C:5]([C:8]([C:10]2[CH:15]=[CH:14][C:13]([O:16][CH:17]3[CH2:22][CH2:21][CH2:20][CH2:19][O:18]3)=[CH:12][CH:11]=2)=[O:9])[CH:6]=[CH:7][C:2]=1[C:26]#[C:25][CH2:24][N:27]1[CH2:31][CH2:30][CH2:29][CH2:28]1.